Predict the product of the given reaction. From a dataset of Forward reaction prediction with 1.9M reactions from USPTO patents (1976-2016). (1) Given the reactants [CH3:1][C:2]1(C)OC(=O)[CH:5]([C:9](=[O:20])[C:10]2[CH:15]=[CH:14][C:13]([C:16]([F:19])([F:18])[F:17])=[CH:12][CH:11]=2)[C:4](=[O:21])[O:3]1, predict the reaction product. The product is: [O:20]=[C:9]([C:10]1[CH:15]=[CH:14][C:13]([C:16]([F:17])([F:18])[F:19])=[CH:12][CH:11]=1)[CH2:5][C:4]([O:3][CH2:2][CH3:1])=[O:21]. (2) Given the reactants FC(F)(F)C([O:5][C@@H:6]([CH3:43])[CH2:7][O:8][C:9]1[C:13]([CH3:14])=[C:12]([NH:15][C:16]([NH:18][C@H:19]2[C@H:23]([C:24]3[CH:29]=[CH:28][C:27]([F:30])=[C:26]([F:31])[CH:25]=3)[CH2:22][N:21]([C:32]3[CH:33]=[N:34][NH:35][CH:36]=3)[CH2:20]2)=[O:17])[N:11]([C:37]2[CH:42]=[CH:41][CH:40]=[CH:39][CH:38]=2)[N:10]=1)=O.[Li+].[OH-], predict the reaction product. The product is: [F:31][C:26]1[CH:25]=[C:24]([C@@H:23]2[CH2:22][N:21]([C:32]3[CH:36]=[N:35][NH:34][CH:33]=3)[CH2:20][C@H:19]2[NH:18][C:16]([NH:15][C:12]2[N:11]([C:37]3[CH:42]=[CH:41][CH:40]=[CH:39][CH:38]=3)[N:10]=[C:9]([O:8][CH2:7][C@@H:6]([OH:5])[CH3:43])[C:13]=2[CH3:14])=[O:17])[CH:29]=[CH:28][C:27]=1[F:30]. (3) Given the reactants [C:1]([NH:4][C:5]1[S:20][C:8]2[CH2:9][N:10](C(OC(C)(C)C)=O)[CH2:11][CH2:12][C:7]=2[C:6]=1[C:21]1[N:22]=[N:23][NH:24][N:25]=1)(=[O:3])[CH3:2].[F:26][C:27]([F:32])([F:31])[C:28]([OH:30])=[O:29], predict the reaction product. The product is: [F:26][C:27]([F:32])([F:31])[C:28]([O-:30])=[O:29].[C:1]([NH:4][C:5]1[S:20][C:8]2[CH2:9][NH2+:10][CH2:11][CH2:12][C:7]=2[C:6]=1[C:21]1[N:22]=[N:23][NH:24][N:25]=1)(=[O:3])[CH3:2]. (4) Given the reactants [C:1]([C:5]1[N:10]=[CH:9][C:8]([C:11]2[N:12]([C:32](Cl)=[O:33])[C@@:13]([C:25]3[CH:30]=[CH:29][C:28]([Cl:31])=[CH:27][CH:26]=3)([CH3:24])[C@@:14]([C:17]3[CH:22]=[CH:21][C:20]([Cl:23])=[CH:19][CH:18]=3)([CH3:16])[N:15]=2)=[C:7]([O:35][CH2:36][CH3:37])[CH:6]=1)([CH3:4])([CH3:3])[CH3:2].[CH3:38][O:39][C:40]([CH:42]1[CH2:47][CH2:46][NH:45][CH2:44][CH2:43]1)=[O:41], predict the reaction product. The product is: [CH3:38][O:39][C:40]([CH:42]1[CH2:47][CH2:46][N:45]([C:32]([N:12]2[C@@:13]([C:25]3[CH:26]=[CH:27][C:28]([Cl:31])=[CH:29][CH:30]=3)([CH3:24])[C@@:14]([C:17]3[CH:22]=[CH:21][C:20]([Cl:23])=[CH:19][CH:18]=3)([CH3:16])[N:15]=[C:11]2[C:8]2[CH:9]=[N:10][C:5]([C:1]([CH3:2])([CH3:3])[CH3:4])=[CH:6][C:7]=2[O:35][CH2:36][CH3:37])=[O:33])[CH2:44][CH2:43]1)=[O:41]. (5) Given the reactants [C:1]([C:4]1[CH:5]([C:18]2[CH:23]=[CH:22][C:21]([C:24]#[N:25])=[CH:20][C:19]=2[O:26][CH3:27])[C:6]([C:13]([O:15]CC)=O)=[C:7]([CH:11]=O)[NH:8][C:9]=1[CH3:10])(=[O:3])[CH3:2].O.[NH2:29][NH2:30], predict the reaction product. The product is: [C:1]([C:4]1[CH:5]([C:18]2[CH:23]=[CH:22][C:21]([C:24]#[N:25])=[CH:20][C:19]=2[O:26][CH3:27])[C:6]2[C:13](=[O:15])[NH:30][N:29]=[CH:11][C:7]=2[NH:8][C:9]=1[CH3:10])(=[O:3])[CH3:2].